This data is from Full USPTO retrosynthesis dataset with 1.9M reactions from patents (1976-2016). The task is: Predict the reactants needed to synthesize the given product. (1) Given the product [CH3:1][CH:2]([O:34][C:21]([CH3:22])=[O:33])[CH2:4][O:6][CH3:7], predict the reactants needed to synthesize it. The reactants are: [CH3:1][C:2]([C:4]([O:6][CH2:7]CO)=O)=C.C(OCCN=C=O)(=O)C(C)=C.[C:21]([O-:34])(=[O:33])[CH2:22]CCCCCCCCCC.[C:21]([O-:34])(=[O:33])[CH2:22]CCCCCCCCCC.C([Sn+2]CCCC)CCC. (2) The reactants are: [C:1]1(=O)[CH2:5][CH2:4][CH2:3][CH2:2]1.[CH:7](=[C:14]([C:17]#[N:18])[C:15]#[N:16])[C:8]1[CH:13]=[CH:12][CH:11]=[CH:10][CH:9]=1.C([O-])(=O)C.[NH4+:23]. Given the product [NH2:18][C:17]1[N:23]=[C:2]2[CH2:3][CH2:4][CH2:5][C:1]2=[C:7]([C:8]2[CH:13]=[CH:12][CH:11]=[CH:10][CH:9]=2)[C:14]=1[C:15]#[N:16], predict the reactants needed to synthesize it. (3) Given the product [Cl:1][C:2]1[N:3]=[C:4]([N:13]2[CH2:18][CH2:17][O:16][CH2:15][CH2:14]2)[C:5]2[S:10][C:9]([C:24]3[CH:25]=[C:21]([CH:19]=[O:20])[S:22][CH:23]=3)=[C:8]([CH3:12])[C:6]=2[N:7]=1, predict the reactants needed to synthesize it. The reactants are: [Cl:1][C:2]1[N:3]=[C:4]([N:13]2[CH2:18][CH2:17][O:16][CH2:15][CH2:14]2)[C:5]2[S:10][C:9](I)=[C:8]([CH3:12])[C:6]=2[N:7]=1.[CH:19]([C:21]1[S:22][CH:23]=[C:24](B(O)O)[CH:25]=1)=[O:20].